Dataset: Forward reaction prediction with 1.9M reactions from USPTO patents (1976-2016). Task: Predict the product of the given reaction. (1) Given the reactants [Br:1][C:2]1[CH:3]=[C:4]2[C:10]([OH:11])=[N:9][N:8]([CH2:12][C:13]3[CH:18]=[CH:17][C:16]([O:19][CH3:20])=[CH:15][CH:14]=3)[C:5]2=[N:6][CH:7]=1.[C:21]1(P(C2C=CC=CC=2)C2C=CC=CC=2)C=CC=C[CH:22]=1.C(O)C.N(C(OC(C)C)=O)=NC(OC(C)C)=O, predict the reaction product. The product is: [Br:1][C:2]1[CH:3]=[C:4]2[C:10]([O:11][CH2:21][CH3:22])=[N:9][N:8]([CH2:12][C:13]3[CH:18]=[CH:17][C:16]([O:19][CH3:20])=[CH:15][CH:14]=3)[C:5]2=[N:6][CH:7]=1. (2) Given the reactants [CH3:1]CCCC.C([Li])(C)(C)C.[CH2:11]([CH:13]1[C:22]2[CH:21]=[CH:20][CH:19]=[CH:18][C:17]=2[C:16]2[S:23][C:24]([CH:26]=O)=[CH:25][C:15]=2[N:14]1[S:28]([C:31]1[CH:36]=[CH:35][C:34]([O:37][CH3:38])=[CH:33][CH:32]=1)(=[O:30])=[O:29])[CH3:12], predict the reaction product. The product is: [CH2:11]([CH:13]1[C:22]2[CH:21]=[CH:20][CH:19]=[CH:18][C:17]=2[C:16]2[S:23][C:24]([CH:26]=[CH2:1])=[CH:25][C:15]=2[N:14]1[S:28]([C:31]1[CH:32]=[CH:33][C:34]([O:37][CH3:38])=[CH:35][CH:36]=1)(=[O:29])=[O:30])[CH3:12]. (3) Given the reactants [NH2:1][C:2]1[CH:10]=[CH:9][C:5]([C:6]([OH:8])=[O:7])=[C:4]([F:11])[CH:3]=1.[OH-].[Na+].[C:14](O[C:14]([O:16][C:17]([CH3:20])([CH3:19])[CH3:18])=[O:15])([O:16][C:17]([CH3:20])([CH3:19])[CH3:18])=[O:15], predict the reaction product. The product is: [C:17]([O:16][C:14]([NH:1][C:2]1[CH:10]=[CH:9][C:5]([C:6]([OH:8])=[O:7])=[C:4]([F:11])[CH:3]=1)=[O:15])([CH3:20])([CH3:19])[CH3:18]. (4) Given the reactants [F:1][C:2]1[CH:7]=[CH:6][C:5]([CH3:8])=[CH:4][C:3]=1[NH:9][C:10]1[N:15]2[N:16]=[CH:17][C:18]([S:19]([NH2:22])(=[O:21])=[O:20])=[C:14]2[N:13]=[CH:12][C:11]=1[C:23]([N:25]1[CH2:30][CH2:29][C:28]2([C:38]3[C:33](=[CH:34][CH:35]=[CH:36][CH:37]=3)[CH2:32][O:31]2)[CH2:27][CH2:26]1)=[O:24].[C:39](O)(=[O:42])[CH2:40][CH3:41], predict the reaction product. The product is: [F:1][C:2]1[CH:7]=[CH:6][C:5]([CH3:8])=[CH:4][C:3]=1[NH:9][C:10]1[N:15]2[N:16]=[CH:17][C:18]([S:19]([NH:22][C:39](=[O:42])[CH2:40][CH3:41])(=[O:20])=[O:21])=[C:14]2[N:13]=[CH:12][C:11]=1[C:23]([N:25]1[CH2:30][CH2:29][C:28]2([C:38]3[C:33](=[CH:34][CH:35]=[CH:36][CH:37]=3)[CH2:32][O:31]2)[CH2:27][CH2:26]1)=[O:24]. (5) Given the reactants [CH3:1][C:2]1([CH3:14])[C:10]2[C:5](=[CH:6][CH:7]=[C:8]([C:11]#[N:12])[CH:9]=2)[C:4](=O)[CH2:3]1.Cl.[F:16][C:17]1[CH:22]=[CH:21][C:20](C2C=CC=C(NN)C=2)=[CH:19][C:18]=1[CH3:31].CC1C=C(B(O)[OH:41])C=CC=1F.Cl[C:44]1[C:45]([F:51])=[C:46]([CH:48]=[CH:49][CH:50]=1)[NH2:47], predict the reaction product. The product is: [F:51][C:45]1[C:46]2[NH:47][C:4]3[C:5]4[C:10]([C:2]([CH3:14])([CH3:1])[C:3]=3[C:48]=2[CH:49]=[CH:50][C:44]=1[C:20]1[CH:21]=[CH:22][C:17]([F:16])=[C:18]([CH3:31])[CH:19]=1)=[CH:9][C:8]([C:11]([NH2:12])=[O:41])=[CH:7][CH:6]=4. (6) Given the reactants [Br:1][C:2]1[CH:3]=[C:4]([O:12][C:13]2[CH:18]=[CH:17][C:16]([F:19])=[CH:15][CH:14]=2)[C:5]([NH:8][C:9]([NH2:11])=[S:10])=[N:6][CH:7]=1.Br[CH2:21][C:22](=O)[CH2:23][CH2:24][C:25]1[CH:30]=[CH:29][CH:28]=[CH:27][CH:26]=1.C(N(CC)CC)C, predict the reaction product. The product is: [Br:1][C:2]1[CH:3]=[C:4]([O:12][C:13]2[CH:18]=[CH:17][C:16]([F:19])=[CH:15][CH:14]=2)[C:5]([NH:8][C:9]2[S:10][CH:21]=[C:22]([CH2:23][CH2:24][C:25]3[CH:30]=[CH:29][CH:28]=[CH:27][CH:26]=3)[N:11]=2)=[N:6][CH:7]=1. (7) Given the reactants O[C:2]([CH3:14])([CH3:13])[CH2:3][C:4]1[CH:5]=[CH:6][C:7]([O:11][CH3:12])=[C:8]([OH:10])[CH:9]=1.[C:15](#[N:17])[CH3:16].S(=O)(=O)(O)O.[Na], predict the reaction product. The product is: [CH3:12][O:11][C:7]1[CH:6]=[C:5]2[C:4]([CH2:3][C:2]([CH3:14])([CH3:13])[N:17]=[C:15]2[CH3:16])=[CH:9][C:8]=1[OH:10]. (8) Given the reactants [Si:1]([O:8][CH2:9][C:10]1[CH:15]=[C:14]([C:16]([F:19])([F:18])[F:17])[CH:13]=[CH:12][C:11]=1[C:20]1([OH:33])[CH2:25][CH2:24][N:23]([C:26]([O:28][C:29]([CH3:32])([CH3:31])[CH3:30])=[O:27])[CH2:22][CH2:21]1)([C:4]([CH3:7])([CH3:6])[CH3:5])([CH3:3])[CH3:2].[H-].[Na+].I[CH3:37], predict the reaction product. The product is: [Si:1]([O:8][CH2:9][C:10]1[CH:15]=[C:14]([C:16]([F:17])([F:18])[F:19])[CH:13]=[CH:12][C:11]=1[C:20]1([O:33][CH3:37])[CH2:21][CH2:22][N:23]([C:26]([O:28][C:29]([CH3:32])([CH3:31])[CH3:30])=[O:27])[CH2:24][CH2:25]1)([C:4]([CH3:7])([CH3:6])[CH3:5])([CH3:3])[CH3:2]. (9) Given the reactants C([O:4][CH2:5][CH2:6][O:7][C:8]([N:10]1[CH2:15][CH2:14][C:13]2[C:16]([C:32]#[N:33])=[C:17]([NH:19][C:20](=[O:31])[CH2:21][CH2:22][C:23]3[CH:28]=[CH:27][CH:26]=[CH:25][C:24]=3[O:29][CH3:30])[S:18][C:12]=2[CH2:11]1)=[O:9])(=O)C, predict the reaction product. The product is: [OH:4][CH2:5][CH2:6][O:7][C:8]([N:10]1[CH2:15][CH2:14][C:13]2[C:16]([C:32]#[N:33])=[C:17]([NH:19][C:20](=[O:31])[CH2:21][CH2:22][C:23]3[CH:28]=[CH:27][CH:26]=[CH:25][C:24]=3[O:29][CH3:30])[S:18][C:12]=2[CH2:11]1)=[O:9]. (10) The product is: [NH4+:3].[OH-:10].[Cl:1][C:2]1[N:3]=[N:4][CH:5]=[C:6]([O:16][CH2:13][CH2:11][O:10][CH3:9])[CH:7]=1. Given the reactants [Cl:1][C:2]1[N:3]=[N:4][CH:5]=[C:6](Cl)[CH:7]=1.[CH3:9][O:10][CH:11]([CH3:13])[O-].[Na+].C[OH:16], predict the reaction product.